From a dataset of Full USPTO retrosynthesis dataset with 1.9M reactions from patents (1976-2016). Predict the reactants needed to synthesize the given product. (1) Given the product [Br:1][C:2]1[C:3]2[O:9][C@@H:10]([CH3:20])[CH2:11][N:12]([C:13]([O:14][C:15]([CH3:18])([CH3:17])[CH3:16])=[O:19])[CH2:7][C:4]=2[S:5][CH:6]=1, predict the reactants needed to synthesize it. The reactants are: [Br:1][C:2]1[C:3]([O:9][C@@H:10]([CH3:20])[CH2:11][NH:12][C:13](=[O:19])[O:14][C:15]([CH3:18])([CH3:17])[CH3:16])=[C:4]([CH2:7]O)[S:5][CH:6]=1.CS(Cl)(=O)=O.C1COCC1.N12CCCN=C1CCCCC2. (2) Given the product [CH3:1][O:2][C:3]([C:5]1[N:6]=[N:7][C:8]([CH2:11][CH2:12][CH2:13][CH2:14][C:15]2[CH:20]=[CH:19][C:18]([C:21]3[CH:22]=[CH:23][C:24]([Cl:27])=[CH:25][CH:26]=3)=[CH:17][N:16]=2)=[CH:9][CH:10]=1)=[O:4], predict the reactants needed to synthesize it. The reactants are: [CH3:1][O:2][C:3]([C:5]1[N:6]=[N:7][C:8]([CH2:11][CH2:12][C:13]#[C:14][C:15]2[CH:20]=[CH:19][C:18]([C:21]3[CH:26]=[CH:25][C:24]([Cl:27])=[CH:23][CH:22]=3)=[CH:17][N:16]=2)=[CH:9][CH:10]=1)=[O:4].CO. (3) Given the product [NH2:8][C:6]1[N:7]=[C:2]([C:17]2[C:16]([CH3:24])=[C:15]([CH:20]=[CH:19][CH:18]=2)[C:13]#[N:14])[CH:3]=[C:4]([NH:9][CH:10]2[CH2:12][CH2:11]2)[N:5]=1, predict the reactants needed to synthesize it. The reactants are: Cl[C:2]1[N:7]=[C:6]([NH2:8])[N:5]=[C:4]([NH:9][CH:10]2[CH2:12][CH2:11]2)[CH:3]=1.[C:13]([C:15]1[C:16]([CH3:24])=[C:17](B(O)O)[CH:18]=[CH:19][CH:20]=1)#[N:14]. (4) Given the product [Cl:5][C:6]1[CH:7]=[CH:8][C:9]([C:12]2([C:13]3[CH:18]=[CH:17][C:16]([N+:19]([O-:21])=[O:20])=[C:15]([CH3:22])[CH:14]=3)[S:24][CH2:25][CH2:26][O:23]2)=[CH:10][CH:11]=1, predict the reactants needed to synthesize it. The reactants are: ClCCCl.[Cl:5][C:6]1[CH:11]=[CH:10][C:9]([C:12](=[O:23])[C:13]2[CH:18]=[CH:17][C:16]([N+:19]([O-:21])=[O:20])=[C:15]([CH3:22])[CH:14]=2)=[CH:8][CH:7]=1.[SH:24][CH2:25][CH2:26]O.Cl[Si](C)(C)C. (5) Given the product [CH3:24][C:10]1[C:11]([CH:22]=[O:23])=[C:12]([N:13]2[C:17]3=[N:18][CH:19]=[CH:20][CH:21]=[C:16]3[CH:15]=[CH:14]2)[NH:8][N:9]=1, predict the reactants needed to synthesize it. The reactants are: C([N:8]1[C:12]([N:13]2[C:17]3=[N:18][CH:19]=[CH:20][CH:21]=[C:16]3[CH:15]=[CH:14]2)=[C:11]([CH:22]=[O:23])[C:10]([CH3:24])=[N:9]1)C1C=CC=CC=1.FC(F)(F)C(O)=O.